Predict the reactants needed to synthesize the given product. From a dataset of Full USPTO retrosynthesis dataset with 1.9M reactions from patents (1976-2016). (1) The reactants are: [CH2:1]([N:3]1[C:11]([C:12]2[CH:13]=[N:14][C:15]([CH3:18])=[N:16][CH:17]=2)=[N:10][C:9]2[C:4]1=[N:5][CH:6]=[N:7][C:8]=2[O:19][C@H:20]1[CH2:25][CH2:24][CH2:23][N:22](C(OC(C)(C)C)=O)[CH2:21]1)[CH3:2].FC(F)(F)C(O)=O. Given the product [CH2:1]([N:3]1[C:11]([C:12]2[CH:17]=[N:16][C:15]([CH3:18])=[N:14][CH:13]=2)=[N:10][C:9]2[C:4]1=[N:5][CH:6]=[N:7][C:8]=2[O:19][C@H:20]1[CH2:25][CH2:24][CH2:23][NH:22][CH2:21]1)[CH3:2], predict the reactants needed to synthesize it. (2) The reactants are: [CH3:1][C:2]1([CH3:9])[CH2:7][CH2:6][CH2:5][CH2:4][C:3]1=O.C(=S)=S.[C:13](#[N:17])[CH2:14][C:15]#[N:16].C(N(CC)CC)C. Given the product [CH3:1][C:2]1([CH3:9])[CH2:7][CH2:6][CH2:5][C:4](=[C:14]([C:13]#[N:17])[C:15]#[N:16])[CH2:3]1, predict the reactants needed to synthesize it. (3) The reactants are: Br[C:2]1[CH:10]=[CH:9][C:5]([C:6]([OH:8])=[O:7])=[CH:4][CH:3]=1.B(O)(O)[C:12]1[CH:17]=[CH:16][CH:15]=[C:14]([C:18]([F:21])([F:20])[F:19])[CH:13]=1.C([O-])([O-])=O.[Cs+].[Cs+]. Given the product [F:19][C:18]([F:21])([F:20])[C:14]1[CH:13]=[C:12]([C:2]2[CH:10]=[CH:9][C:5]([C:6]([OH:8])=[O:7])=[CH:4][CH:3]=2)[CH:17]=[CH:16][CH:15]=1, predict the reactants needed to synthesize it. (4) Given the product [OH:10][C@@H:11]1[CH2:28][N:14]2[C:15](=[O:27])[CH2:16][CH2:17][N:18]([C:20]([O:22][C:23]([CH3:24])([CH3:25])[CH3:26])=[O:21])[CH2:19][C@@H:13]2[CH2:12]1, predict the reactants needed to synthesize it. The reactants are: [N+](C1C=CC(C([O:10][C@@H:11]2[CH2:28][N:14]3[C:15](=[O:27])[CH2:16][CH2:17][N:18]([C:20]([O:22][C:23]([CH3:26])([CH3:25])[CH3:24])=[O:21])[CH2:19][C@@H:13]3[CH2:12]2)=O)=CC=1)([O-])=O.C(=O)([O-])[O-].[K+].[K+].C(OCC)(=O)C.CO. (5) Given the product [C:10]([C:9]([C:4]1[CH:5]=[C:6]([Cl:8])[CH:7]=[C:2]([Cl:1])[CH:3]=1)([C:20]([F:23])([F:22])[F:21])[CH2:12][C:13]([OH:14])=[O:25])#[N:11], predict the reactants needed to synthesize it. The reactants are: [Cl:1][C:2]1[CH:3]=[C:4]([C:9]([C:20]([F:23])([F:22])[F:21])([CH2:12][C:13](C2OC=CC=2)=[O:14])[C:10]#[N:11])[CH:5]=[C:6]([Cl:8])[CH:7]=1.I([O-])(=O)(=O)=[O:25].[Na+]. (6) Given the product [Cl:17][C:18]1[CH:40]=[CH:39][CH:38]=[CH:37][C:19]=1[CH2:20][C:21]1[S:36][C:24]2[N:25]=[C:26]([C:30]3[S:3][CH:2]=[C:34]([CH3:33])[N:35]=3)[N:27]=[C:28]([NH2:29])[C:23]=2[CH:22]=1, predict the reactants needed to synthesize it. The reactants are: N[C:2]1[S:3]C(CC2C=CC=CC=2Cl)=CC=1C#N.[Cl:17][C:18]1[CH:40]=[CH:39][CH:38]=[CH:37][C:19]=1[CH2:20][C:21]1[S:36][C:24]2[N:25]=[C:26]([C:30]3[N:35]=[CH:34][CH:33]=CN=3)[N:27]=[C:28]([NH2:29])[C:23]=2[CH:22]=1.CC1SC=C(C#N)N=1.CC1OC(C#N)=CC=1.